This data is from Full USPTO retrosynthesis dataset with 1.9M reactions from patents (1976-2016). The task is: Predict the reactants needed to synthesize the given product. (1) Given the product [C:20]12([CH2:30][C:31]([NH:1][N:2]3[N:11]=[C:10]([C:12]4[CH:17]=[CH:16][CH:15]=[CH:14][CH:13]=4)[C:9]4[C:4](=[CH:5][CH:6]=[C:7]([F:18])[CH:8]=4)[C:3]3=[O:19])=[O:32])[CH2:27][CH:26]3[CH2:25][CH:24]([CH2:23][CH:22]([CH2:28]3)[CH2:21]1)[CH2:29]2, predict the reactants needed to synthesize it. The reactants are: [NH2:1][N:2]1[N:11]=[C:10]([C:12]2[CH:17]=[CH:16][CH:15]=[CH:14][CH:13]=2)[C:9]2[C:4](=[CH:5][CH:6]=[C:7]([F:18])[CH:8]=2)[C:3]1=[O:19].[C:20]12([CH2:30][C:31](O)=[O:32])[CH2:29][CH:24]3[CH2:25][CH:26]([CH2:28][CH:22]([CH2:23]3)[CH2:21]1)[CH2:27]2. (2) Given the product [OH:2][C:1]1[CH:3]=[C:4]([CH:6]=[CH:7][CH:8]=1)[O:5][CH2:33][C@H:12]([NH:13][C:14]([C:27]1[CH:32]=[CH:31][CH:30]=[CH:29][CH:28]=1)([C:21]1[CH:22]=[CH:23][CH:24]=[CH:25][CH:26]=1)[C:15]1[CH:20]=[CH:19][CH:18]=[CH:17][CH:16]=1)[C:11]([O:10][CH3:9])=[O:35], predict the reactants needed to synthesize it. The reactants are: [C:1]1([CH:8]=[CH:7][CH:6]=[C:4]([OH:5])[CH:3]=1)[OH:2].[CH3:9][O:10][C:11](=[O:35])[C@H:12]([CH2:33]O)[NH:13][C:14]([C:27]1[CH:32]=[CH:31][CH:30]=[CH:29][CH:28]=1)([C:21]1[CH:26]=[CH:25][CH:24]=[CH:23][CH:22]=1)[C:15]1[CH:20]=[CH:19][CH:18]=[CH:17][CH:16]=1.C1(P(C2C=CC=CC=2)C2C=CC=CC=2)C=CC=CC=1.CCOC(/N=N/C(OCC)=O)=O. (3) Given the product [CH3:7][C:8]1[C:14]([CH3:15])=[C:13]([O:16][C:18](=[O:23])[C:19]([CH3:22])([CH3:21])[CH3:20])[CH:12]=[C:11]([CH3:17])[C:9]=1[OH:10], predict the reactants needed to synthesize it. The reactants are: N1C=CC=CC=1.[CH3:7][C:8]1[C:14]([CH3:15])=[C:13]([OH:16])[CH:12]=[C:11]([CH3:17])[C:9]=1[OH:10].[C:18](Cl)(=[O:23])[C:19]([CH3:22])([CH3:21])[CH3:20].C(O)(=O)C. (4) Given the product [F:44][C:45]1[CH:46]=[C:47]([CH2:51][CH2:52][CH2:53][N:54]([CH2:55][C:56]2[CH:57]=[CH:58][C:59]([C:60]([O:62][CH3:63])=[O:61])=[CH:64][CH:65]=2)[C:36]([C@H:33]2[CH2:32][CH2:31][C@H:30]([O:29][C:28]3[CH:39]=[CH:40][CH:41]=[CH:42][C:27]=3[O:26][CH3:25])[CH2:35][CH2:34]2)=[O:38])[CH:48]=[CH:49][CH:50]=1, predict the reactants needed to synthesize it. The reactants are: CN(C(ON1N=NC2C=CC=NC1=2)=[N+](C)C)C.F[P-](F)(F)(F)(F)F.[CH3:25][O:26][C:27]1[CH:42]=[CH:41][CH:40]=[CH:39][C:28]=1[O:29][CH:30]1[CH2:35][CH2:34][CH:33]([C:36]([OH:38])=O)[CH2:32][CH2:31]1.Cl.[F:44][C:45]1[CH:46]=[C:47]([CH2:51][CH2:52][CH2:53][NH:54][CH2:55][C:56]2[CH:65]=[CH:64][C:59]([C:60]([O:62][CH3:63])=[O:61])=[CH:58][CH:57]=2)[CH:48]=[CH:49][CH:50]=1. (5) Given the product [Cl:1][C:2]1[N:3]=[N:4][C:5]([N:10]([CH3:9])[CH:11]2[CH2:12][C:13]([CH3:19])([CH3:20])[NH:14][C:15]([CH3:18])([CH3:17])[CH2:16]2)=[CH:6][CH:7]=1, predict the reactants needed to synthesize it. The reactants are: [Cl:1][C:2]1[N:3]=[N:4][C:5](Cl)=[CH:6][CH:7]=1.[CH3:9][NH:10][CH:11]1[CH2:16][C:15]([CH3:18])([CH3:17])[NH:14][C:13]([CH3:20])([CH3:19])[CH2:12]1. (6) Given the product [ClH:26].[N:11]1([S:14]([C:17]2[CH:25]=[C:24]3[C:20]([CH:21]=[CH:22][NH:23]3)=[CH:19][CH:18]=2)(=[O:16])=[O:15])[CH2:12][CH2:13][NH:8][CH2:9][CH2:10]1, predict the reactants needed to synthesize it. The reactants are: C(OC([N:8]1[CH2:13][CH2:12][N:11]([S:14]([C:17]2[CH:25]=[C:24]3[C:20]([CH:21]=[CH:22][NH:23]3)=[CH:19][CH:18]=2)(=[O:16])=[O:15])[CH2:10][CH2:9]1)=O)(C)(C)C.[ClH:26].C(O)C. (7) Given the product [C:1]([O:5][C:6](=[O:7])[NH:8][C:9]1[CH:14]=[CH:13][C:12]([C:15]2[CH:20]=[CH:19][CH:18]=[C:17]([C:21](=[O:22])[NH:35][C:34]3[CH:36]=[CH:37][C:31]([N:25]4[CH2:26][CH2:27][O:28][CH2:29][CH2:30]4)=[CH:32][CH:33]=3)[CH:16]=2)=[C:11]([CH3:24])[CH:10]=1)([CH3:4])([CH3:3])[CH3:2], predict the reactants needed to synthesize it. The reactants are: [C:1]([O:5][C:6]([NH:8][C:9]1[CH:14]=[CH:13][C:12]([C:15]2[CH:20]=[CH:19][CH:18]=[C:17]([C:21](O)=[O:22])[CH:16]=2)=[C:11]([CH3:24])[CH:10]=1)=[O:7])([CH3:4])([CH3:3])[CH3:2].[N:25]1([C:31]2[CH:37]=[CH:36][C:34]([NH2:35])=[CH:33][CH:32]=2)[CH2:30][CH2:29][O:28][CH2:27][CH2:26]1.C(N(CC)CC)C.F[P-](F)(F)(F)(F)F.N1(OC(N(C)C)=[N+](C)C)C2C=CC=CC=2N=N1.